From a dataset of Forward reaction prediction with 1.9M reactions from USPTO patents (1976-2016). Predict the product of the given reaction. (1) Given the reactants [C:1]([C:3]1[CH:4]=[C:5]([CH:10]=[C:11]([F:13])[CH:12]=1)[C:6](OC)=[O:7])#[N:2].C(O)C.[BH4-].[Li+], predict the reaction product. The product is: [F:13][C:11]1[CH:12]=[C:3]([CH:4]=[C:5]([CH2:6][OH:7])[CH:10]=1)[C:1]#[N:2]. (2) Given the reactants [CH:1]([C@H:4]1[C:12]2[C:7](=[CH:8][CH:9]=[CH:10][CH:11]=2)[CH:6]([OH:13])[O:5]1)([CH3:3])[CH3:2].[CH2:14]([Mg]Cl)[CH:15]([CH3:17])[CH3:16].C(Cl)C(C)C.[Mg], predict the reaction product. The product is: [OH:5][C@H:4]([C:12]1[CH:11]=[CH:10][CH:9]=[CH:8][C:7]=1[C@@H:6]([OH:13])[CH2:14][CH:15]([CH3:17])[CH3:16])[CH:1]([CH3:3])[CH3:2]. (3) Given the reactants Cl[C:2]1[C:7]([N+:8]([O-:10])=[O:9])=[CH:6][N:5]=[C:4]2[CH:11]=[CH:12][S:13][C:3]=12.[NH2:14][C@H:15]1[CH2:20][CH2:19][C@H:18]([CH2:21][C:22]#[N:23])[C@@H:17]([O:24][CH3:25])[CH2:16]1.C(N(CC)C(C)C)(C)C, predict the reaction product. The product is: [CH3:25][O:24][C@H:17]1[CH2:16][C@@H:15]([NH:14][C:2]2[C:7]([N+:8]([O-:10])=[O:9])=[CH:6][N:5]=[C:4]3[CH:11]=[CH:12][S:13][C:3]=23)[CH2:20][CH2:19][C@@H:18]1[CH2:21][C:22]#[N:23]. (4) Given the reactants [CH2:1]([C:5]1[NH:6][C:7](=[O:18])[N:8]([C:10]2[CH:15]=[CH:14][CH:13]=[CH:12][C:11]=2[O:16][CH3:17])[CH:9]=1)[CH:2]([CH3:4])[CH3:3].Br[CH2:20][CH:21]1[CH2:23][CH2:22]1, predict the reaction product. The product is: [CH:21]1([CH2:20][N:6]2[C:5]([CH2:1][CH:2]([CH3:4])[CH3:3])=[CH:9][N:8]([C:10]3[CH:15]=[CH:14][CH:13]=[CH:12][C:11]=3[O:16][CH3:17])[C:7]2=[O:18])[CH2:23][CH2:22]1. (5) The product is: [CH3:32][O:31][CH2:30][C:29]1[N:4]=[C:2]([CH3:3])[NH:5][C:25](=[O:26])[C:24]=1[CH2:23][C:20]1[CH:21]=[CH:22][C:17]([C:12]2[C:11]([C:9]#[N:10])=[CH:16][CH:15]=[CH:14][CH:13]=2)=[CH:18][CH:19]=1. Given the reactants Cl.[C:2]([NH2:5])(=[NH:4])[CH3:3].C[O-].[Na+].[C:9]([C:11]1[CH:16]=[CH:15][CH:14]=[CH:13][C:12]=1[C:17]1[CH:22]=[CH:21][C:20]([CH2:23][CH:24]([C:29](=O)[CH2:30][O:31][CH3:32])[C:25](OC)=[O:26])=[CH:19][CH:18]=1)#[N:10].O1CCOCC1, predict the reaction product. (6) The product is: [CH:11]1[CH:12]=[CH:13][C:8]([C:7]([C:30]([NH2:32])=[O:31])([C@H:14]2[CH2:18][N:17]([CH2:19][CH2:20][C:21]3[CH:22]=[CH:23][C:24]4[O:29][CH2:28][CH2:27][C:25]=4[CH:26]=3)[CH2:16][CH2:15]2)[C:4]2[CH:3]=[CH:2][CH:1]=[CH:6][CH:5]=2)=[CH:9][CH:10]=1. Given the reactants [CH:1]1[CH:2]=[CH:3][C:4]([C:7]([C:30]([NH2:32])=[O:31])([C@H:14]2[CH2:18][N:17]([CH2:19][CH2:20][C:21]3[CH:22]=[CH:23][C:24]4[O:29][CH2:28][CH2:27][C:25]=4[CH:26]=3)[CH2:16][CH2:15]2)[C:8]2[CH:9]=[CH:10][CH:11]=[CH:12][CH:13]=2)=[CH:5][CH:6]=1.Br.[OH-].[Na+], predict the reaction product. (7) Given the reactants [CH3:1][N:2]1[C:10]2[C:5](=[CH:6][CH:7]=[CH:8][CH:9]=2)[C:4]([C:11]2[C:12](=[O:30])O[C:14](=[O:29])[C:15]=2[C:16]2[CH:21]=[CH:20][CH:19]=[C:18]([O:22][CH2:23][CH2:24][CH2:25][N:26]=[N+:27]=[N-:28])[CH:17]=2)=[CH:3]1.[OH-].[NH4+:32], predict the reaction product. The product is: [CH3:1][N:2]1[C:10]2[C:5](=[CH:6][CH:7]=[CH:8][CH:9]=2)[C:4]([C:11]2[C:12](=[O:30])[NH:32][C:14](=[O:29])[C:15]=2[C:16]2[CH:21]=[CH:20][CH:19]=[C:18]([O:22][CH2:23][CH2:24][CH2:25][N:26]=[N+:27]=[N-:28])[CH:17]=2)=[CH:3]1. (8) Given the reactants [Cl:1][C:2]1[CH:3]=[CH:4][C:5]([C:21]([F:24])([F:23])[F:22])=[C:6]([C:8]2[CH:13]=[CH:12][N:11]([CH2:14][C:15]([O:17][CH2:18][CH3:19])=[O:16])[C:10](=[O:20])[CH:9]=2)[CH:7]=1.Br.Br[CH2:27][C:28]1[CH:33]=[CH:32][CH:31]=[CH:30][N:29]=1, predict the reaction product. The product is: [Cl:1][C:2]1[CH:3]=[CH:4][C:5]([C:21]([F:24])([F:22])[F:23])=[C:6]([C:8]2[CH:13]=[CH:12][N:11]([CH:14]([CH2:27][C:28]3[CH:33]=[CH:32][CH:31]=[CH:30][N:29]=3)[C:15]([O:17][CH2:18][CH3:19])=[O:16])[C:10](=[O:20])[CH:9]=2)[CH:7]=1. (9) Given the reactants [F:1][C:2]1[CH:3]=[CH:4][C:5]2[N:9]=[C:8]([C@@H:10]([NH2:12])[CH3:11])[N:7]([C:13]3[CH:18]=[CH:17][CH:16]=[CH:15][C:14]=3[F:19])[C:6]=2[CH:20]=1.Cl[C:22]1[N:30]=[CH:29][N:28]=[C:27]2[C:23]=1[N:24]=[CH:25][N:26]2C1CCCCO1.CCN(C(C)C)C(C)C, predict the reaction product. The product is: [F:1][C:2]1[CH:3]=[CH:4][C:5]2[N:9]=[C:8]([CH:10]([NH:12][C:22]3[N:30]=[CH:29][N:28]=[C:27]4[C:23]=3[N:24]=[CH:25][NH:26]4)[CH3:11])[N:7]([C:13]3[CH:18]=[CH:17][CH:16]=[CH:15][C:14]=3[F:19])[C:6]=2[CH:20]=1.